This data is from Forward reaction prediction with 1.9M reactions from USPTO patents (1976-2016). The task is: Predict the product of the given reaction. Given the reactants [C:1]([CH2:9][C:10]([O:12]CC)=[O:11])(=[O:8])[C:2]1[CH:7]=[CH:6][CH:5]=[CH:4][CH:3]=1.[CH2:15]([O:17][C:18](=[O:23])[C:19](Cl)=[N:20]O)[CH3:16].Cl, predict the reaction product. The product is: [C:1]([C:9]1[C:19]([C:18]([O:17][CH2:15][CH3:16])=[O:23])=[N:20][O:11][C:10]=1[OH:12])(=[O:8])[C:2]1[CH:3]=[CH:4][CH:5]=[CH:6][CH:7]=1.